Dataset: Catalyst prediction with 721,799 reactions and 888 catalyst types from USPTO. Task: Predict which catalyst facilitates the given reaction. (1) Reactant: [Cl:1][C:2]1[N:3]=[N:4][C:5](Cl)=[CH:6][CH:7]=1.[NH:9]([C:11]([CH:13]1[CH2:18][CH2:17][N:16]([C:19]([O:21][C:22]([CH3:25])([CH3:24])[CH3:23])=[O:20])[CH2:15][CH2:14]1)=O)[NH2:10].C(OC(OC(C)(C)C)=O)(OC(C)(C)C)=O.CN1CCOCC1. Product: [Cl:1][C:2]1[CH:7]=[CH:6][C:5]2[N:4]([C:11]([CH:13]3[CH2:18][CH2:17][N:16]([C:19]([O:21][C:22]([CH3:25])([CH3:24])[CH3:23])=[O:20])[CH2:15][CH2:14]3)=[N:9][N:10]=2)[N:3]=1. The catalyst class is: 32. (2) Reactant: [Cl:1][CH2:2][CH2:3][C:4]([NH:6][CH:7]1[CH2:13][CH:12]2[N:14]([C:15]3[C:24]4[C:19](=[CH:20][CH:21]=[CH:22][CH:23]=4)[C:18]([C:25]#[N:26])=[CH:17][CH:16]=3)[CH:9]([CH2:10][CH2:11]2)[CH2:8]1)=[O:5].[CH2:27]([NH:29][CH2:30][CH3:31])[CH3:28].C(=O)([O-])[O-].[K+].[K+]. Product: [ClH:1].[C:25]([C:18]1[C:19]2[C:24](=[CH:23][CH:22]=[CH:21][CH:20]=2)[C:15]([N:14]2[CH:12]3[CH2:11][CH2:10][CH:9]2[CH2:8][CH:7]([NH:6][C:4](=[O:5])[CH2:3][CH2:2][N:29]([CH2:30][CH3:31])[CH2:27][CH3:28])[CH2:13]3)=[CH:16][CH:17]=1)#[N:26]. The catalyst class is: 10. (3) Reactant: O([C:9]([O:11][C:12]([CH3:15])([CH3:14])[CH3:13])=[O:10])[C:9]([O:11][C:12]([CH3:15])([CH3:14])[CH3:13])=[O:10].[CH:16]1([S:19][C:20]2[CH:25]=[CH:24][C:23]([N+:26]([O-:28])=[O:27])=[CH:22][C:21]=2[CH2:29][NH:30][CH3:31])[CH2:18][CH2:17]1. Product: [CH:16]1([S:19][C:20]2[CH:25]=[CH:24][C:23]([N+:26]([O-:28])=[O:27])=[CH:22][C:21]=2[CH2:29][N:30]([CH3:31])[C:9](=[O:10])[O:11][C:12]([CH3:13])([CH3:14])[CH3:15])[CH2:18][CH2:17]1. The catalyst class is: 2. (4) Reactant: [F:1][C:2]1[CH:3]=[CH:4][C:5]([O:18][CH3:19])=[C:6]([C:8]2[CH:13]=[CH:12][C:11]([CH2:14][NH2:15])=[CH:10][C:9]=2[O:16][CH3:17])[CH:7]=1.[CH3:20][O:21][C:22]1[CH:27]=[CH:26][C:25]([S:28](Cl)(=[O:30])=[O:29])=[CH:24][CH:23]=1.C(N(CC)CC)C.O. Product: [F:1][C:2]1[CH:3]=[CH:4][C:5]([O:18][CH3:19])=[C:6]([C:8]2[CH:13]=[CH:12][C:11]([CH2:14][NH:15][S:28]([C:25]3[CH:24]=[CH:23][C:22]([O:21][CH3:20])=[CH:27][CH:26]=3)(=[O:30])=[O:29])=[CH:10][C:9]=2[O:16][CH3:17])[CH:7]=1. The catalyst class is: 4.